Dataset: Reaction yield outcomes from USPTO patents with 853,638 reactions. Task: Predict the reaction yield, written as a fraction of the theoretical maximum amount of product (1.0 means a 100% yield; for example, 0.34 means a 34% yield). (1) The reactants are C([O:8][C:9]1[C:10](=[O:27])[N:11]([CH3:26])[CH:12]=[C:13]([N:15]2[CH:19]=[CH:18][C:17]([C:20]3[CH:25]=[CH:24][CH:23]=[CH:22][CH:21]=3)=[N:16]2)[CH:14]=1)C1C=CC=CC=1. The catalyst is CO.[Pd]. The product is [OH:8][C:9]1[C:10](=[O:27])[N:11]([CH3:26])[CH:12]=[C:13]([N:15]2[CH:19]=[CH:18][C:17]([C:20]3[CH:25]=[CH:24][CH:23]=[CH:22][CH:21]=3)=[N:16]2)[CH:14]=1. The yield is 0.410. (2) The catalyst is C(Cl)Cl. The reactants are [Br:1][C:2]1[CH:7]=[CH:6][C:5]([CH:8]([NH:10][CH2:11][CH2:12][C:13](=[O:17])[CH:14]([CH3:16])[CH3:15])[CH3:9])=[CH:4][CH:3]=1.[C:18]([O-:21])([O-])=[O:19].[K+].[K+].Cl[C:25]([O-])=O. The yield is 0.790. The product is [CH3:25][O:21][C:18](=[O:19])[N:10]([CH:8]([C:5]1[CH:4]=[CH:3][C:2]([Br:1])=[CH:7][CH:6]=1)[CH3:9])[CH2:11][CH2:12][C:13](=[O:17])[CH:14]([CH3:16])[CH3:15]. (3) The reactants are [F:1][C:2]1[CH:3]=[C:4]([C:11]2[O:12][CH:13]=[CH:14][N:15]=2)[CH:5]=[CH:6][C:7]=1[N+:8]([O-])=O. The catalyst is CO.O. The product is [F:1][C:2]1[CH:3]=[C:4]([C:11]2[O:12][CH:13]=[CH:14][N:15]=2)[CH:5]=[CH:6][C:7]=1[NH2:8]. The yield is 0.830. (4) The reactants are [Cl:1][C:2]1[NH:3][C:4]2[C:9]([C:10]=1[CH:11]=[O:12])=[CH:8][CH:7]=[CH:6][CH:5]=2.[Cl:13][C:14]1[CH:15]=[C:16](B(O)O)[CH:17]=[CH:18][CH:19]=1. No catalyst specified. The product is [Cl:1][C:2]1[N:3]([C:18]2[CH:17]=[CH:16][CH:15]=[C:14]([Cl:13])[CH:19]=2)[C:4]2[C:9]([C:10]=1[CH:11]=[O:12])=[CH:8][CH:7]=[CH:6][CH:5]=2. The yield is 0.700. (5) The reactants are [Cl:1][C:2]1[CH:3]=[CH:4][C:5]([N+:10]([O-:12])=[O:11])=[C:6]([CH:9]=1)[CH:7]=O.[CH2:13]([N:15](CC)CC)C.Cl.CN.C(=O)(O)[O-].[Na+].[BH4-].[Na+]. The catalyst is C(Cl)Cl. The product is [Cl:1][C:2]1[CH:3]=[CH:4][C:5]([N+:10]([O-:12])=[O:11])=[C:6]([CH:9]=1)[CH2:7][NH:15][CH3:13]. The yield is 0.910. (6) The reactants are [NH:1]([CH2:3][C:4]([OH:6])=[O:5])[CH3:2].[CH3:7][CH:8]([CH3:26])[CH2:9][C:10]([O:12][CH2:13][CH2:14][O:15][C:16](ON1C(=O)CCC1=O)=[O:17])=[O:11]. No catalyst specified. The product is [CH3:2][N:1]([C:16]([O:15][CH2:14][CH2:13][O:12][C:10](=[O:11])[CH2:9][CH:8]([CH3:7])[CH3:26])=[O:17])[CH2:3][C:4]([OH:6])=[O:5]. The yield is 0.275. (7) The reactants are [NH4+].[N:2]#[C:3][S-:4].[Cl:5][C:6]1[CH:12]=[CH:11][CH:10]=[CH:9][C:7]=1[NH2:8].N. The catalyst is Cl.O. The product is [Cl:5][C:6]1[CH:12]=[CH:11][CH:10]=[CH:9][C:7]=1[NH:8][C:3]([NH2:2])=[S:4]. The yield is 0.140.